The task is: Regression. Given a peptide amino acid sequence and an MHC pseudo amino acid sequence, predict their binding affinity value. This is MHC class II binding data.. This data is from Peptide-MHC class II binding affinity with 134,281 pairs from IEDB. (1) The binding affinity (normalized) is 0.558. The MHC is DRB1_0802 with pseudo-sequence DRB1_0802. The peptide sequence is GELQIVDKIDFAFKI. (2) The peptide sequence is HLFKTTVNSLISDQL. The MHC is DRB1_0901 with pseudo-sequence DRB1_0901. The binding affinity (normalized) is 0.867. (3) The MHC is DRB1_0301 with pseudo-sequence DRB1_0301. The binding affinity (normalized) is 0.340. The peptide sequence is QVCYNFKVQFLFSSM. (4) The peptide sequence is EKKRFAATQFEPLAA. The MHC is DRB1_0701 with pseudo-sequence DRB1_0701. The binding affinity (normalized) is 0.683.